Regression. Given two drug SMILES strings and cell line genomic features, predict the synergy score measuring deviation from expected non-interaction effect. From a dataset of NCI-60 drug combinations with 297,098 pairs across 59 cell lines. (1) Drug 1: CC1CCC2CC(C(=CC=CC=CC(CC(C(=O)C(C(C(=CC(C(=O)CC(OC(=O)C3CCCCN3C(=O)C(=O)C1(O2)O)C(C)CC4CCC(C(C4)OC)O)C)C)O)OC)C)C)C)OC. Drug 2: CC1C(C(CC(O1)OC2CC(CC3=C2C(=C4C(=C3O)C(=O)C5=CC=CC=C5C4=O)O)(C(=O)C)O)N)O. Cell line: SK-OV-3. Synergy scores: CSS=45.2, Synergy_ZIP=17.8, Synergy_Bliss=16.4, Synergy_Loewe=17.5, Synergy_HSA=16.7. (2) Drug 1: CN(C)N=NC1=C(NC=N1)C(=O)N. Drug 2: CCN(CC)CCCC(C)NC1=C2C=C(C=CC2=NC3=C1C=CC(=C3)Cl)OC. Cell line: NCI-H460. Synergy scores: CSS=45.9, Synergy_ZIP=11.4, Synergy_Bliss=15.4, Synergy_Loewe=15.9, Synergy_HSA=15.7. (3) Drug 1: CC12CCC(CC1=CCC3C2CCC4(C3CC=C4C5=CN=CC=C5)C)O. Drug 2: COC1=NC(=NC2=C1N=CN2C3C(C(C(O3)CO)O)O)N. Cell line: HS 578T. Synergy scores: CSS=-2.11, Synergy_ZIP=3.26, Synergy_Bliss=7.19, Synergy_Loewe=-5.51, Synergy_HSA=0.417. (4) Drug 1: CC1=C(C=C(C=C1)NC2=NC=CC(=N2)N(C)C3=CC4=NN(C(=C4C=C3)C)C)S(=O)(=O)N.Cl. Cell line: NCI-H322M. Drug 2: CC1=C2C(C(=O)C3(C(CC4C(C3C(C(C2(C)C)(CC1OC(=O)C(C(C5=CC=CC=C5)NC(=O)OC(C)(C)C)O)O)OC(=O)C6=CC=CC=C6)(CO4)OC(=O)C)O)C)O. Synergy scores: CSS=34.5, Synergy_ZIP=5.72, Synergy_Bliss=11.4, Synergy_Loewe=-19.6, Synergy_HSA=9.87. (5) Cell line: A549. Synergy scores: CSS=44.7, Synergy_ZIP=4.65, Synergy_Bliss=6.51, Synergy_Loewe=-36.4, Synergy_HSA=1.46. Drug 1: C1C(C(OC1N2C=C(C(=O)NC2=O)F)CO)O. Drug 2: COC1=NC(=NC2=C1N=CN2C3C(C(C(O3)CO)O)O)N. (6) Cell line: MALME-3M. Synergy scores: CSS=-2.14, Synergy_ZIP=-0.399, Synergy_Bliss=-4.04, Synergy_Loewe=-11.0, Synergy_HSA=-6.39. Drug 1: CN(C)N=NC1=C(NC=N1)C(=O)N. Drug 2: C#CCC(CC1=CN=C2C(=N1)C(=NC(=N2)N)N)C3=CC=C(C=C3)C(=O)NC(CCC(=O)O)C(=O)O. (7) Drug 1: CCN(CC)CCNC(=O)C1=C(NC(=C1C)C=C2C3=C(C=CC(=C3)F)NC2=O)C. Drug 2: C1=NNC2=C1C(=O)NC=N2. Cell line: NCI-H460. Synergy scores: CSS=12.8, Synergy_ZIP=-4.74, Synergy_Bliss=0.140, Synergy_Loewe=-0.907, Synergy_HSA=-0.691. (8) Drug 1: CC12CCC3C(C1CCC2=O)CC(=C)C4=CC(=O)C=CC34C. Drug 2: CC1OCC2C(O1)C(C(C(O2)OC3C4COC(=O)C4C(C5=CC6=C(C=C35)OCO6)C7=CC(=C(C(=C7)OC)O)OC)O)O. Cell line: TK-10. Synergy scores: CSS=54.7, Synergy_ZIP=4.10, Synergy_Bliss=4.23, Synergy_Loewe=5.21, Synergy_HSA=6.46. (9) Drug 1: CC12CCC(CC1=CCC3C2CCC4(C3CC=C4C5=CN=CC=C5)C)O. Drug 2: C1=CC=C(C=C1)NC(=O)CCCCCCC(=O)NO. Cell line: T-47D. Synergy scores: CSS=0.671, Synergy_ZIP=-4.48, Synergy_Bliss=-7.19, Synergy_Loewe=-6.49, Synergy_HSA=-6.13.